This data is from Catalyst prediction with 721,799 reactions and 888 catalyst types from USPTO. The task is: Predict which catalyst facilitates the given reaction. (1) Reactant: [NH2:1][C:2](=O)[CH2:3][CH2:4][N:5]1[C:9]2[CH:10]=[CH:11][CH:12]=[CH:13][C:8]=2[N:7]=[C:6]1[C:14]([N:16]([CH2:38][CH:39]([CH3:41])[CH3:40])[C@H:17]1[CH2:22][C@@H:21]([C:23]([N:25]2[CH2:30][CH2:29][O:28][CH2:27][CH2:26]2)=[O:24])[CH2:20][N:19]([C:31]([O:33][C:34]([CH3:37])([CH3:36])[CH3:35])=[O:32])[CH2:18]1)=[O:15].FC(F)(F)C(OC(=O)C(F)(F)F)=O. Product: [C:2]([CH2:3][CH2:4][N:5]1[C:9]2[CH:10]=[CH:11][CH:12]=[CH:13][C:8]=2[N:7]=[C:6]1[C:14]([N:16]([CH2:38][CH:39]([CH3:41])[CH3:40])[C@H:17]1[CH2:22][C@@H:21]([C:23]([N:25]2[CH2:26][CH2:27][O:28][CH2:29][CH2:30]2)=[O:24])[CH2:20][N:19]([C:31]([O:33][C:34]([CH3:35])([CH3:36])[CH3:37])=[O:32])[CH2:18]1)=[O:15])#[N:1]. The catalyst class is: 17. (2) Reactant: CC(OC(=O)[N:7]([CH2:44][C:45]1[CH:50]=[CH:49][C:48]([Br:51])=[CH:47][C:46]=1[F:52])[C:8]1[CH:9]=[N:10][CH:11]=[C:12]([C:14]([N:16]2[CH2:21][CH2:20][CH:19]([C:22]3[CH:27]=[CH:26][CH:25]=[C:24]([CH2:28][N:29](C(OC(C)(C)C)=O)C(OC(C)(C)C)=O)[CH:23]=3)[CH2:18][CH2:17]2)=[O:15])[CH:13]=1)(C)C.[ClH:54].O1CCOCC1.CCOCC. Product: [ClH:54].[ClH:54].[ClH:54].[NH2:29][CH2:28][C:24]1[CH:23]=[C:22]([CH:19]2[CH2:18][CH2:17][N:16]([C:14]([C:12]3[CH:11]=[N:10][CH:9]=[C:8]([NH:7][CH2:44][C:45]4[CH:50]=[CH:49][C:48]([Br:51])=[CH:47][C:46]=4[F:52])[CH:13]=3)=[O:15])[CH2:21][CH2:20]2)[CH:27]=[CH:26][CH:25]=1. The catalyst class is: 32. (3) Reactant: ClC1C=CC(O)=CC=1C(NC1C=NC(NC2C=CC(C(N3CCN(C)CC3)=O)=CC=2)=NC=1)=O.[Cl:34][C:35]1[CH:65]=[CH:64][C:63]([O:66]C)=[CH:62][C:36]=1[C:37]([NH:39][C:40]1[CH:41]=[N:42][C:43]([NH:46][C:47]2[CH:52]=[CH:51][CH:50]=[C:49]([C:53](=[O:61])[N:54]([CH2:58][CH2:59][OH:60])[CH:55]([CH3:57])[CH3:56])[CH:48]=2)=[N:44][CH:45]=1)=[O:38].B(Br)(Br)Br. Product: [Cl:34][C:35]1[CH:65]=[CH:64][C:63]([OH:66])=[CH:62][C:36]=1[C:37]([NH:39][C:40]1[CH:45]=[N:44][C:43]([NH:46][C:47]2[CH:52]=[CH:51][CH:50]=[C:49]([C:53](=[O:61])[N:54]([CH2:58][CH2:59][OH:60])[CH:55]([CH3:56])[CH3:57])[CH:48]=2)=[N:42][CH:41]=1)=[O:38]. The catalyst class is: 2. (4) Reactant: [CH:1]1([C:7]2[S:19][C:10]3[N:11]=[C:12]([CH3:18])[N:13]=[C:14](/[CH:15]=[CH:16]\[OH:17])[C:9]=3[CH:8]=2)[CH2:6][CH2:5][CH2:4][CH2:3][CH2:2]1.CO.[BH4-].[Na+]. Product: [CH:1]1([C:7]2[S:19][C:10]3[N:11]=[C:12]([CH3:18])[N:13]=[C:14]([CH2:15][CH2:16][OH:17])[C:9]=3[CH:8]=2)[CH2:2][CH2:3][CH2:4][CH2:5][CH2:6]1. The catalyst class is: 6. (5) Reactant: CO[C:3](=[O:24])[C@H:4]([CH2:22][OH:23])[NH:5][C:6](=O)[C:7]1[CH:12]=[CH:11][C:10]([O:13][C:14]2[CH:19]=[CH:18][C:17]([F:20])=[CH:16][CH:15]=2)=[CH:9][CH:8]=1.Cl.COC(=O)[C@H](CO)[NH2:30].O.ON1C2C=CC=CC=2N=N1.CN1CCOCC1.Cl.CN(C)CCCN=C=NCC. Product: [F:20][C:17]1[CH:16]=[CH:15][C:14]([O:13][C:10]2[CH:9]=[CH:8][C:7]([C:6]3[O:24][CH:3]=[C:4]([C:22]([NH2:30])=[O:23])[N:5]=3)=[CH:12][CH:11]=2)=[CH:19][CH:18]=1. The catalyst class is: 3.